From a dataset of Forward reaction prediction with 1.9M reactions from USPTO patents (1976-2016). Predict the product of the given reaction. (1) Given the reactants [Cl:1][C:2]1[CH:3]=[C:4]([C:8]2[N:9]=[C:10]([CH2:17][C:18]3[CH:23]=[CH:22][C:21]([CH2:24][C:25]([O:27]C)=O)=[CH:20][CH:19]=3)[C:11]3[CH2:16][CH2:15][CH2:14][C:12]=3[N:13]=2)[CH:5]=[CH:6][CH:7]=1.[Cl-].[NH4+:30].N, predict the reaction product. The product is: [Cl:1][C:2]1[CH:3]=[C:4]([C:8]2[N:9]=[C:10]([CH2:17][C:18]3[CH:23]=[CH:22][C:21]([CH2:24][C:25]([NH2:30])=[O:27])=[CH:20][CH:19]=3)[C:11]3[CH2:16][CH2:15][CH2:14][C:12]=3[N:13]=2)[CH:5]=[CH:6][CH:7]=1. (2) Given the reactants [C:1]([O:5][C:6]([C:8]1([CH3:32])[CH2:12][O:11][S:10](=[O:14])(=[O:13])[N:9]1[CH:15](C1C=CC(OC)=CC=1)C1C=CC(OC)=CC=1)=[O:7])([CH3:4])([CH3:3])[CH3:2].C(OC(C1(C)COS(=O)N1C)=O)(C)(C)C, predict the reaction product. The product is: [C:1]([O:5][C:6]([C:8]1([CH3:32])[CH2:12][O:11][S:10](=[O:13])(=[O:14])[N:9]1[CH3:15])=[O:7])([CH3:4])([CH3:3])[CH3:2].